From a dataset of Experimentally validated miRNA-target interactions with 360,000+ pairs, plus equal number of negative samples. Binary Classification. Given a miRNA mature sequence and a target amino acid sequence, predict their likelihood of interaction. The miRNA is hsa-miR-6812-5p with sequence AUGGGGUGAGAUGGGGAGGAGCAGC. The protein sequence of the target gene is MKRGGRDSDQDSAEEGTAEKPKRPRTTQERSQPCDWGNLLQDIVLHVFKYLPLLDRAHASQVCRNWNQVFHMPDLWRCFEFELNQPATSYLKATHPELIKQIIKRHSNHLQYVSFKVDSSKESAEAACDILSQLVNCSLKTLGLISTARPSFMDLPKSHFISALTVVFVNSKSLSSLKIDDTPVDDPSLKVLVANNSDTLKLLKMSSCPHVSPAGILCVADQCHGLRELALNYHLLSDELLLALSSEKHVRLEHLRIDVVSENPGQTHFHTIQKSSWDAFIKHSPKVNLVMYFFLYEEEF.... Result: 0 (no interaction).